From a dataset of Catalyst prediction with 721,799 reactions and 888 catalyst types from USPTO. Predict which catalyst facilitates the given reaction. (1) Reactant: C([O:8][C@H:9]1[CH2:12][C@H:11]([O:13][C:14]2[CH:45]=[CH:44][C:17]([CH2:18][C@H:19]([C:37]([O:39][C:40]([CH3:43])([CH3:42])[CH3:41])=[O:38])[CH2:20][C@@H:21]([C:30]([O:32][C:33]([CH3:36])([CH3:35])[CH3:34])=[O:31])[NH:22][C:23]([O:25][C:26]([CH3:29])([CH3:28])[CH3:27])=[O:24])=[CH:16][CH:15]=2)[CH2:10]1)C1C=CC=CC=1. Product: [OH:8][C@H:9]1[CH2:10][C@H:11]([O:13][C:14]2[CH:15]=[CH:16][C:17]([CH2:18][C@H:19]([C:37]([O:39][C:40]([CH3:43])([CH3:42])[CH3:41])=[O:38])[CH2:20][C@@H:21]([C:30]([O:32][C:33]([CH3:34])([CH3:35])[CH3:36])=[O:31])[NH:22][C:23]([O:25][C:26]([CH3:29])([CH3:28])[CH3:27])=[O:24])=[CH:44][CH:45]=2)[CH2:12]1. The catalyst class is: 19. (2) Reactant: C(=O)([O-])[O-].[K+].[K+].[Cl:7][C:8]1[C:16]([Cl:17])=[C:15]2[C:11]([CH2:12][C:13]([CH:20]3[CH2:24][CH2:23][CH2:22][CH2:21]3)([CH3:19])[C:14]2=[O:18])=[CH:10][C:9]=1[OH:25].Br[CH2:27][CH2:28][O:29][C:30]1[CH:37]=[CH:36][C:33]([C:34]#[N:35])=[CH:32][CH:31]=1. Product: [Cl:7][C:8]1[C:16]([Cl:17])=[C:15]2[C:11]([CH2:12][C:13]([CH:20]3[CH2:24][CH2:23][CH2:22][CH2:21]3)([CH3:19])[C:14]2=[O:18])=[CH:10][C:9]=1[O:25][CH2:27][CH2:28][O:29][C:30]1[CH:37]=[CH:36][C:33]([C:34]#[N:35])=[CH:32][CH:31]=1. The catalyst class is: 21. (3) Reactant: [C:1]([N:8]1[C@H:12]([CH:13]([CH3:15])[CH3:14])[CH2:11][O:10][C:9]1=[O:16])(=[O:7])[CH2:2][CH2:3][CH2:4][CH:5]=[CH2:6].C(N(C(C)C)CC)(C)C.Cl[CH2:27][O:28][CH2:29][C:30]1[CH:35]=[CH:34][CH:33]=[CH:32][CH:31]=1. Product: [CH2:29]([O:28][CH2:27][C@H:2]([CH2:3][CH2:4][CH:5]=[CH2:6])[C:1]([N:8]1[C@H:12]([CH:13]([CH3:14])[CH3:15])[CH2:11][O:10][C:9]1=[O:16])=[O:7])[C:30]1[CH:35]=[CH:34][CH:33]=[CH:32][CH:31]=1. The catalyst class is: 388. (4) Reactant: [NH2:1][C:2]1[C:11]2[N:12]=[C:13]([CH2:15][CH3:16])[S:14][C:10]=2[C:9]2[CH:8]=[CH:7][C:6]([OH:17])=[CH:5][C:4]=2[N:3]=1.C(=O)([O-])[O-].[Cs+].[Cs+].[CH3:24][N:25]([CH:27]=O)C.Br[CH2:30][C:31]1[CH:36]=[CH:35][C:34]([S:37]([NH:40][CH2:41][CH2:42]C2C3C(=CC=CC=3)NC=2)(=[O:39])=[O:38])=[CH:33][CH:32]=1. Product: [NH2:1][C:2]1[C:11]2[N:12]=[C:13]([CH2:15][CH3:16])[S:14][C:10]=2[C:9]2[CH:8]=[CH:7][C:6]([O:17][CH2:30][C:31]3[CH:36]=[CH:35][C:34]([S:37]([NH:40][CH2:41][CH2:42][C:24]4[NH:25][C:27]5[C:8]([CH:7]=4)=[CH:9][CH:4]=[CH:5][CH:6]=5)(=[O:39])=[O:38])=[CH:33][CH:32]=3)=[CH:5][C:4]=2[N:3]=1. The catalyst class is: 6. (5) Reactant: I[C:2]1[CH:7]=[CH:6][C:5]([C:8]2[O:9][C:10]([C:13]3[C:14]([C:19]4[CH:24]=[CH:23][CH:22]=[CH:21][CH:20]=4)=[N:15][O:16][C:17]=3[CH3:18])=[N:11][N:12]=2)=[CH:4][CH:3]=1.CC(C)([O-])C.[Na+].Cl.[F:32][C:33]1([F:39])[CH2:38][CH2:37][NH:36][CH2:35][CH2:34]1. Product: [F:32][C:33]1([F:39])[CH2:38][CH2:37][N:36]([C:2]2[CH:7]=[CH:6][C:5]([C:8]3[O:9][C:10]([C:13]4[C:14]([C:19]5[CH:24]=[CH:23][CH:22]=[CH:21][CH:20]=5)=[N:15][O:16][C:17]=4[CH3:18])=[N:11][N:12]=3)=[CH:4][CH:3]=2)[CH2:35][CH2:34]1. The catalyst class is: 11. (6) Reactant: P([O-])([O-])([O-])=O.[K+].[K+].[K+].C1C=[N+]([C@@H]2O[C@H](COP(OP(OC[C@H]3O[C@@H](N4C5N=CN=C(N)C=5N=C4)[C@H](OP(O)(O)=O)[C@@H]3O)(O)=O)(O)=O)[C@@H](O)[C@H]2O)C=C(C(N)=O)C=1.O=C[C@@H]([C@H]([C@@H]([C@@H](CO)O)O)O)O.[F:69][C:70]1[CH:75]=[CH:74][C:73]([C:76](=[O:88])[CH2:77][CH2:78][CH2:79][C:80]([N:82]2[CH2:87][CH2:86][O:85][CH2:84][CH2:83]2)=[O:81])=[CH:72][CH:71]=1. Product: [F:69][C:70]1[CH:75]=[CH:74][C:73]([C@@H:76]([OH:88])[CH2:77][CH2:78][CH2:79][C:80]([N:82]2[CH2:83][CH2:84][O:85][CH2:86][CH2:87]2)=[O:81])=[CH:72][CH:71]=1. The catalyst class is: 125. (7) Reactant: C(OC([N:8]1[C:16]2[CH:15]=[C:14]([O:17][C:18]3[CH:23]=[CH:22][C:21]([F:24])=[CH:20][C:19]=3[F:25])[C:13](=[O:26])[N:12]([CH3:27])[C:11]=2[C:10]([C:28]2[CH:33]=[CH:32][CH:31]=[CH:30][C:29]=2[Cl:34])=[N:9]1)=O)(C)(C)C.C[O-].[Na+]. Product: [Cl:34][C:29]1[CH:30]=[CH:31][CH:32]=[CH:33][C:28]=1[C:10]1[C:11]2[N:12]([CH3:27])[C:13](=[O:26])[C:14]([O:17][C:18]3[CH:23]=[CH:22][C:21]([F:24])=[CH:20][C:19]=3[F:25])=[CH:15][C:16]=2[NH:8][N:9]=1. The catalyst class is: 5.